Predict the reactants needed to synthesize the given product. From a dataset of Full USPTO retrosynthesis dataset with 1.9M reactions from patents (1976-2016). (1) Given the product [CH2:1]([O:3][C:4]([C:6]1[S:7][C:8]([CH:11]([O:13][C:19]2[CH:20]=[C:15]([CH3:14])[C:16]([C:23]3[CH:28]=[CH:27][C:26]([C:29]([F:30])([F:32])[F:31])=[CH:25][CH:24]=3)=[C:17]([CH3:22])[CH:18]=2)[CH3:12])=[CH:9][CH:10]=1)=[O:5])[CH3:2], predict the reactants needed to synthesize it. The reactants are: [CH2:1]([O:3][C:4]([C:6]1[S:7][C:8]([CH:11]([OH:13])[CH3:12])=[CH:9][CH:10]=1)=[O:5])[CH3:2].[CH3:14][C:15]1[CH:20]=[C:19](O)[CH:18]=[C:17]([CH3:22])[C:16]=1[C:23]1[CH:28]=[CH:27][C:26]([C:29]([F:32])([F:31])[F:30])=[CH:25][CH:24]=1.C1C=CC(P(C2C=CC=CC=2)C2C=CC=CC=2)=CC=1.N(C(N1CCCCC1)=O)=NC(N1CCCCC1)=O. (2) Given the product [NH2:1][CH:2]1[CH2:7][CH2:6][CH:5]([NH:8][C:9]2[N:17]=[C:16]3[C:12]([N:13]=[CH:14][N:15]3[CH:18]3[CH2:22][CH2:21][CH2:20][CH2:19]3)=[C:11]([NH:23][CH2:24][C:25]3[CH:30]=[CH:29][C:28]([C:33]4[O:32][CH:36]=[CH:35][CH:34]=4)=[CH:27][CH:26]=3)[N:10]=2)[CH2:4][CH2:3]1, predict the reactants needed to synthesize it. The reactants are: [NH2:1][CH:2]1[CH2:7][CH2:6][CH:5]([NH:8][C:9]2[N:17]=[C:16]3[C:12]([N:13]=[CH:14][N:15]3[CH:18]3[CH2:22][CH2:21][CH2:20][CH2:19]3)=[C:11]([NH:23][CH2:24][C:25]3[CH:30]=[CH:29][C:28](Br)=[CH:27][CH:26]=3)[N:10]=2)[CH2:4][CH2:3]1.[O:32]1[CH:36]=[CH:35][CH:34]=[C:33]1B(O)O.O.O.O.P([O-])([O-])([O-])=O.[K+].[K+].[K+].CN(C)C=O. (3) The reactants are: [CH2:1]([O:8][C@@H:9]1[C@@H:18]([O:19][CH2:20][C:21]2[CH:26]=[CH:25][CH:24]=[CH:23][CH:22]=2)[C@H:17]([O:27][C@@H:28]2[O:57][C@H:56]([CH2:58]O)[C@@H:47]([O:48][CH2:49][C:50]3[CH:55]=[CH:54][CH:53]=[CH:52][CH:51]=3)[C@H:38]([O:39][CH2:40][C:41]3[CH:46]=[CH:45][CH:44]=[CH:43][CH:42]=3)[C@H:29]2[O:30][CH2:31][C:32]2[CH:37]=[CH:36][CH:35]=[CH:34][CH:33]=2)[C@@H:16]([CH2:60][O:61][CH2:62][C:63]2[CH:68]=[CH:67][CH:66]=[CH:65][CH:64]=2)[O:15][CH:10]1[O:11][CH2:12][CH:13]=[CH2:14])[C:2]1[CH:7]=[CH:6][CH:5]=[CH:4][CH:3]=1.C(N(S(F)(F)[F:75])CC)C.CO.C(OCC)(=O)C. Given the product [CH2:1]([O:8][C@@H:9]1[C@@H:18]([O:19][CH2:20][C:21]2[CH:26]=[CH:25][CH:24]=[CH:23][CH:22]=2)[C@H:17]([O:27][C@@H:28]2[O:57][C@H:56]([CH2:58][F:75])[C@@H:47]([O:48][CH2:49][C:50]3[CH:55]=[CH:54][CH:53]=[CH:52][CH:51]=3)[C@H:38]([O:39][CH2:40][C:41]3[CH:46]=[CH:45][CH:44]=[CH:43][CH:42]=3)[C@H:29]2[O:30][CH2:31][C:32]2[CH:37]=[CH:36][CH:35]=[CH:34][CH:33]=2)[C@@H:16]([CH2:60][O:61][CH2:62][C:63]2[CH:68]=[CH:67][CH:66]=[CH:65][CH:64]=2)[O:15][C@@H:10]1[O:11][CH2:12][CH:13]=[CH2:14])[C:2]1[CH:7]=[CH:6][CH:5]=[CH:4][CH:3]=1, predict the reactants needed to synthesize it. (4) Given the product [CH:18]1([C:16]([NH:15][C:13]2[N:14]=[C:9]3[CH:8]=[CH:7][C:6]([O:5][C:4]4[CH:3]=[C:2]([NH:1][C:27](=[O:28])[C@@H:26]5[CH2:30][CH2:31][CH2:32][N:25]5[CH3:24])[CH:23]=[CH:22][CH:21]=4)=[N:11][N:10]3[CH:12]=2)=[O:17])[CH2:20][CH2:19]1, predict the reactants needed to synthesize it. The reactants are: [NH2:1][C:2]1[CH:3]=[C:4]([CH:21]=[CH:22][CH:23]=1)[O:5][C:6]1[CH:7]=[CH:8][C:9]2[N:10]([CH:12]=[C:13]([NH:15][C:16]([CH:18]3[CH2:20][CH2:19]3)=[O:17])[N:14]=2)[N:11]=1.[CH3:24][N:25]1[CH2:32][CH2:31][CH2:30][C@H:26]1[C:27](O)=[O:28].OC1C2N=NNC=2C=CC=1.C(N(CC)C(C)C)(C)C.C(=O)([O-])O.[Na+]. (5) Given the product [CH3:7][C:5]1[N:6]=[C:2]([N:1]2[CH2:14][CH2:15][NH:16][C:17]2=[O:18])[S:3][C:4]=1[C:8]([O:10][CH2:11][CH3:12])=[O:9], predict the reactants needed to synthesize it. The reactants are: [NH2:1][C:2]1[S:3][C:4]([C:8]([O:10][CH2:11][CH3:12])=[O:9])=[C:5]([CH3:7])[N:6]=1.Cl[CH2:14][CH2:15][N:16]=[C:17]=[O:18].C(=O)([O-])[O-].[K+].[K+]. (6) Given the product [Cl:35][C:29]1[CH:28]=[C:27]([C:24]2[CH:25]=[CH:26][N:22]([CH2:21][C@@H:20]([NH:19][C:16]([C:14]3[N:15]=[C:11]([CH:8]4[CH2:7][CH2:6][N:5]([S:2]([CH3:1])(=[O:3])=[O:4])[CH2:10][CH2:9]4)[O:12][CH:13]=3)=[O:18])[CH3:36])[N:23]=2)[CH:34]=[CH:33][C:30]=1[C:31]#[N:32], predict the reactants needed to synthesize it. The reactants are: [CH3:1][S:2]([N:5]1[CH2:10][CH2:9][CH:8]([C:11]2[O:12][CH:13]=[C:14]([C:16]([OH:18])=O)[N:15]=2)[CH2:7][CH2:6]1)(=[O:4])=[O:3].[NH2:19][C@@H:20]([CH3:36])[CH2:21][N:22]1[CH:26]=[CH:25][C:24]([C:27]2[CH:34]=[CH:33][C:30]([C:31]#[N:32])=[C:29]([Cl:35])[CH:28]=2)=[N:23]1. (7) Given the product [C:1]1([C:7]2[N:8]=[C:9]3[CH:14]=[CH:13][CH:12]=[CH:11][N:10]3[C:15]=2/[CH:16]=[CH:18]/[C:19]2[CH:24]=[CH:23][N:22]=[C:21]([NH2:25])[N:20]=2)[CH:6]=[CH:5][CH:4]=[CH:3][CH:2]=1, predict the reactants needed to synthesize it. The reactants are: [C:1]1([C:7]2[N:8]=[C:9]3[CH:14]=[CH:13][CH:12]=[CH:11][N:10]3[C:15]=2[CH:16]=O)[CH:6]=[CH:5][CH:4]=[CH:3][CH:2]=1.[CH3:18][C:19]1[CH:24]=[CH:23][N:22]=[C:21]([NH2:25])[N:20]=1. (8) Given the product [F:59][C:55]1[CH:56]=[CH:57][CH:58]=[C:21]([F:20])[C:22]=1[CH2:23][O:24][C:25]([C:34]1[CH:39]=[CH:38][C:37]([C@:40]2([S:45]([C:48]3[CH:53]=[CH:52][C:51]([F:54])=[CH:50][CH:49]=3)(=[O:47])=[O:46])[CH2:44][CH2:43][N:42]([C:13]([Cl:16])=[O:12])[CH2:41]2)=[CH:36][CH:35]=1)([C:26]([F:29])([F:27])[F:28])[C:30]([F:33])([F:32])[F:31], predict the reactants needed to synthesize it. The reactants are: N1C=CC=CC=1.ClC(Cl)(OC(=O)[O:12][C:13]([Cl:16])(Cl)Cl)Cl.Cl.[F:20][C:21]1[CH:58]=[CH:57][CH:56]=[C:55]([F:59])[C:22]=1[CH2:23][O:24][C:25]([C:34]1[CH:39]=[CH:38][C:37]([C@:40]2([S:45]([C:48]3[CH:53]=[CH:52][C:51]([F:54])=[CH:50][CH:49]=3)(=[O:47])=[O:46])[CH2:44][CH2:43][NH:42][CH2:41]2)=[CH:36][CH:35]=1)([C:30]([F:33])([F:32])[F:31])[C:26]([F:29])([F:28])[F:27].